Dataset: Full USPTO retrosynthesis dataset with 1.9M reactions from patents (1976-2016). Task: Predict the reactants needed to synthesize the given product. (1) Given the product [Cl:1][C:2]1[CH:7]=[C:6]([C:8]2[C:17]3[C:12](=[CH:13][C:14]([S:18]([NH:47][C:44]4[CH:45]=[N:46][S:42][N:43]=4)(=[O:20])=[O:19])=[CH:15][CH:16]=3)[CH:11]=[CH:10][N:9]=2)[C:5]([O:33][CH3:34])=[CH:4][C:3]=1[C:35]1[CH:40]=[CH:39][CH:38]=[C:37]([F:41])[CH:36]=1, predict the reactants needed to synthesize it. The reactants are: [Cl:1][C:2]1[CH:7]=[C:6]([C:8]2[C:17]3[C:12](=[CH:13][C:14]([S:18](OC4C(F)=C(F)C(F)=C(F)C=4F)(=[O:20])=[O:19])=[CH:15][CH:16]=3)[CH:11]=[CH:10][N:9]=2)[C:5]([O:33][CH3:34])=[CH:4][C:3]=1[C:35]1[CH:40]=[CH:39][CH:38]=[C:37]([F:41])[CH:36]=1.[S:42]1[N:46]=[CH:45][C:44]([NH2:47])=[N:43]1.C1COCC1.C[Si]([N-][Si](C)(C)C)(C)C.[Li+]. (2) Given the product [CH:8]1[C:9]2[C:4](=[CH:3][C:2]([C:17]3[S:21][C:20]([NH:22][C:23](=[O:29])[O:24][C:25]([CH3:27])([CH3:26])[CH3:28])=[N:19][CH:18]=3)=[CH:11][CH:10]=2)[CH:5]=[N:6][N:7]=1, predict the reactants needed to synthesize it. The reactants are: Br[C:2]1[CH:3]=[C:4]2[C:9](=[CH:10][CH:11]=1)[CH:8]=[N:7][N:6]=[CH:5]2.C([Sn](CCCC)(CCCC)[C:17]1[S:21][C:20]([NH:22][C:23](=[O:29])[O:24][C:25]([CH3:28])([CH3:27])[CH3:26])=[N:19][CH:18]=1)CCC.CN(C=O)C.[F-].[Cs+]. (3) Given the product [CH2:1]([O:8][C:9]1[CH:14]=[CH:13][C:12]([C:15]2[NH:16][C:17]3[N:18]([N:28]=[C:29]([C:31]4[NH:32][N:33]=[N:34][N:35]=4)[CH:30]=3)[C:19](=[O:27])[C:20]=2[CH:21]2[CH2:26][CH2:25][CH2:24][CH2:23][CH2:22]2)=[CH:11][CH:10]=1)[C:2]1[CH:3]=[CH:4][CH:5]=[CH:6][CH:7]=1, predict the reactants needed to synthesize it. The reactants are: [CH2:1]([O:8][C:9]1[CH:14]=[CH:13][C:12]([C:15]2[NH:16][C:17]3[N:18]([N:28]=[C:29]([C:31]4[NH:35][N:34]=[N:33][N:32]=4)[CH:30]=3)[C:19](=[O:27])[C:20]=2[CH:21]2[CH2:26][CH2:25][CH2:24][CH2:23][CH2:22]2)=[CH:11][CH:10]=1)[C:2]1[CH:7]=[CH:6][CH:5]=[CH:4][CH:3]=1.N1C=NN=N1.[N-]=[N+]=[N-].[Na+].Cl.C(N(CC)CC)C. (4) Given the product [Cl:1][C:2]1[CH:3]=[C:4]([C:9]2[C:17]3[O:16][CH:15]([CH2:18][NH:33][CH3:32])[CH2:14][C:13]=3[CH:12]=[C:11]([O:30][CH3:31])[CH:10]=2)[CH:5]=[CH:6][C:7]=1[F:8], predict the reactants needed to synthesize it. The reactants are: [Cl:1][C:2]1[CH:3]=[C:4]([C:9]2[C:17]3[O:16][CH:15]([CH2:18]OS(C4C=CC(C)=CC=4)(=O)=O)[CH2:14][C:13]=3[CH:12]=[C:11]([O:30][CH3:31])[CH:10]=2)[CH:5]=[CH:6][C:7]=1[F:8].[CH3:32][NH2:33]. (5) Given the product [NH2:8][C:5]1[C:4]2[C:9]([C:12]3[CH:13]=[C:14]4[C:18](=[CH:19][CH:20]=3)[N:17]([C:21](=[O:29])[CH2:22][C:23]3[CH:28]=[CH:27][CH:26]=[CH:25][CH:24]=3)[CH2:16][CH2:15]4)=[CH:10][S:11][C:3]=2[C:2]([C:39]2[CH2:44][CH2:43][N:42]([C:45]([O:47][C:48]([CH3:51])([CH3:50])[CH3:49])=[O:46])[CH2:41][CH:40]=2)=[CH:7][N:6]=1, predict the reactants needed to synthesize it. The reactants are: I[C:2]1[C:3]2[S:11][CH:10]=[C:9]([C:12]3[CH:13]=[C:14]4[C:18](=[CH:19][CH:20]=3)[N:17]([C:21](=[O:29])[CH2:22][C:23]3[CH:28]=[CH:27][CH:26]=[CH:25][CH:24]=3)[CH2:16][CH2:15]4)[C:4]=2[C:5]([NH2:8])=[N:6][CH:7]=1.B1([C:39]2[CH2:44][CH2:43][N:42]([C:45]([O:47][C:48]([CH3:51])([CH3:50])[CH3:49])=[O:46])[CH2:41][CH:40]=2)OC(C)(C)C(C)(C)O1.C(=O)(O)[O-].[Na+].CCOC(C)=O. (6) Given the product [CH:18]1([N:25]2[CH2:30][CH2:29][C:28]([S:38]([C:41]3[CH:42]=[CH:43][C:44]([C:47]4[CH:48]=[CH:49][C:50]([O:53][C:54]([F:58])([F:59])[CH:55]([F:56])[F:57])=[CH:51][CH:52]=4)=[CH:45][CH:46]=3)(=[O:40])=[O:39])([C:31]([NH:1][O:63][CH:60]3[CH2:12][CH2:11][CH2:10][CH2:9][O:62]3)=[O:32])[CH2:27][CH2:26]2)[CH2:19][CH2:20]1, predict the reactants needed to synthesize it. The reactants are: [N:1]#N.Cl[Si](C)(C)C.F[C:9](F)(F)[C:10](F)(F)[CH2:11][CH2:12]I.[CH2:18]([N:25]1[CH2:30][CH2:29][C:28]([S:38]([C:41]2[CH:46]=[CH:45][C:44]([C:47]3[CH:52]=[CH:51][C:50]([O:53][C:54]([F:59])([F:58])[CH:55]([F:57])[F:56])=[CH:49][CH:48]=3)=[CH:43][CH:42]=2)(=[O:40])=[O:39])([C:31](OC(C)(C)C)=[O:32])[CH2:27][CH2:26]1)[C:19]1C=CC=C[CH:20]=1.[C:60]([O:63]CC)(=[O:62])C. (7) Given the product [OH:8][C:9]1[CH:10]=[C:11]([C:23]2[O:32][C:27]3=[N:28][CH:29]=[CH:30][CH:31]=[C:26]3[C:25](=[O:33])[C:24]=2[OH:34])[CH:12]=[CH:13][C:14]=1[OH:15], predict the reactants needed to synthesize it. The reactants are: C([O:8][C:9]1[CH:10]=[C:11]([C:23]2[O:32][C:27]3=[N:28][CH:29]=[CH:30][CH:31]=[C:26]3[C:25](=[O:33])[C:24]=2[OH:34])[CH:12]=[CH:13][C:14]=1[O:15]CC1C=CC=CC=1)C1C=CC=CC=1.C1COCC1. (8) Given the product [C:4]1([CH3:14])[CH:5]=[CH:6][C:7]([CH2:10][C:11]([O:13][CH2:1][CH3:2])=[O:12])=[CH:8][CH:9]=1, predict the reactants needed to synthesize it. The reactants are: [CH2:1](O)[CH3:2].[C:4]1([CH3:14])[CH:9]=[CH:8][C:7]([CH2:10][C:11]([OH:13])=[O:12])=[CH:6][CH:5]=1.O.C1(C)C=CC(S(O)(=O)=O)=CC=1.C(N(CC)CC)C. (9) Given the product [Cl:1][C:2]1[CH:7]=[C:6]([C:8]([OH:10])=[O:9])[CH:5]=[C:4]2[C:3]=1[C:15](=[O:17])[N:29]([C:23]1[N:22]=[C:21]([O:20][CH3:19])[C:26]([O:27][CH3:28])=[CH:25][N:24]=1)[C:13](=[S:14])[NH:12]2, predict the reactants needed to synthesize it. The reactants are: [Cl:1][C:2]1[CH:7]=[C:6]([C:8]([O:10]C)=[O:9])[CH:5]=[C:4]([N:12]=[C:13]=[S:14])[C:3]=1[C:15]([O:17]C)=O.[CH3:19][O:20][C:21]1[C:26]([O:27][CH3:28])=[CH:25][N:24]=[C:23]([NH2:29])[N:22]=1.[OH-].[Na+].Cl. (10) The reactants are: [Br:1][C:2]1[CH:7]=[C:6]([F:8])[CH:5]=[CH:4][C:3]=1[S:9](Cl)(=[O:11])=[O:10].[NH2:13][C:14]1[C:19]([C:20]([O:22][CH3:23])=[O:21])=[C:18]([NH2:24])[CH:17]=[CH:16][C:15]=1[C:25]1[CH:29]=[CH:28][O:27][C:26]=1[C:30]([O:32][CH2:33][CH3:34])=[O:31]. Given the product [NH2:13][C:14]1[C:19]([C:20]([O:22][CH3:23])=[O:21])=[C:18]([NH:24][S:9]([C:3]2[CH:4]=[CH:5][C:6]([F:8])=[CH:7][C:2]=2[Br:1])(=[O:11])=[O:10])[CH:17]=[CH:16][C:15]=1[C:25]1[CH:29]=[CH:28][O:27][C:26]=1[C:30]([O:32][CH2:33][CH3:34])=[O:31], predict the reactants needed to synthesize it.